The task is: Regression. Given two drug SMILES strings and cell line genomic features, predict the synergy score measuring deviation from expected non-interaction effect.. This data is from NCI-60 drug combinations with 297,098 pairs across 59 cell lines. (1) Drug 1: CS(=O)(=O)C1=CC(=C(C=C1)C(=O)NC2=CC(=C(C=C2)Cl)C3=CC=CC=N3)Cl. Drug 2: C1=NC2=C(N=C(N=C2N1C3C(C(C(O3)CO)O)O)F)N. Cell line: ACHN. Synergy scores: CSS=3.74, Synergy_ZIP=0.0305, Synergy_Bliss=2.12, Synergy_Loewe=-6.29, Synergy_HSA=-0.410. (2) Drug 1: C1=NNC2=C1C(=O)NC=N2. Drug 2: CCN(CC)CCCC(C)NC1=C2C=C(C=CC2=NC3=C1C=CC(=C3)Cl)OC. Cell line: SNB-19. Synergy scores: CSS=21.6, Synergy_ZIP=-7.49, Synergy_Bliss=-1.29, Synergy_Loewe=-7.57, Synergy_HSA=0.557. (3) Drug 1: C1CCN(CC1)CCOC2=CC=C(C=C2)C(=O)C3=C(SC4=C3C=CC(=C4)O)C5=CC=C(C=C5)O. Drug 2: CCCCCOC(=O)NC1=NC(=O)N(C=C1F)C2C(C(C(O2)C)O)O. Cell line: HCT-15. Synergy scores: CSS=1.63, Synergy_ZIP=-1.46, Synergy_Bliss=-1.03, Synergy_Loewe=0.501, Synergy_HSA=-0.0254. (4) Drug 1: COC1=CC(=CC(=C1O)OC)C2C3C(COC3=O)C(C4=CC5=C(C=C24)OCO5)OC6C(C(C7C(O6)COC(O7)C8=CC=CS8)O)O. Drug 2: CC1CCC2CC(C(=CC=CC=CC(CC(C(=O)C(C(C(=CC(C(=O)CC(OC(=O)C3CCCCN3C(=O)C(=O)C1(O2)O)C(C)CC4CCC(C(C4)OC)OCCO)C)C)O)OC)C)C)C)OC. Cell line: HT29. Synergy scores: CSS=44.5, Synergy_ZIP=3.83, Synergy_Bliss=4.05, Synergy_Loewe=5.46, Synergy_HSA=7.17. (5) Drug 1: CNC(=O)C1=CC=CC=C1SC2=CC3=C(C=C2)C(=NN3)C=CC4=CC=CC=N4. Drug 2: COC1=C(C=C2C(=C1)N=CN=C2NC3=CC(=C(C=C3)F)Cl)OCCCN4CCOCC4. Cell line: SR. Synergy scores: CSS=64.9, Synergy_ZIP=2.37, Synergy_Bliss=3.66, Synergy_Loewe=-0.166, Synergy_HSA=5.54. (6) Drug 1: CCC1(CC2CC(C3=C(CCN(C2)C1)C4=CC=CC=C4N3)(C5=C(C=C6C(=C5)C78CCN9C7C(C=CC9)(C(C(C8N6C=O)(C(=O)OC)O)OC(=O)C)CC)OC)C(=O)OC)O.OS(=O)(=O)O. Drug 2: C1=CC=C(C(=C1)C(C2=CC=C(C=C2)Cl)C(Cl)Cl)Cl. Cell line: 786-0. Synergy scores: CSS=14.9, Synergy_ZIP=-5.96, Synergy_Bliss=-5.22, Synergy_Loewe=-30.7, Synergy_HSA=-6.38.